Dataset: Reaction yield outcomes from USPTO patents with 853,638 reactions. Task: Predict the reaction yield, written as a fraction of the theoretical maximum amount of product (1.0 means a 100% yield; for example, 0.34 means a 34% yield). (1) The reactants are [Cl:1][C:2]1[CH:7]=[CH:6][C:5]([C:8]2[N:12]=[C:11]([C:13]3[S:14][CH:15]=[CH:16][C:17]=3[Cl:18])[O:10][N:9]=2)=[CH:4][C:3]=1[NH2:19].[CH2:20]([OH:22])[CH3:21].C([CH2:25][C:26](OBr)=[O:27])C.C(N(CC)CC)C. The catalyst is C(OCC)(=O)C. The product is [CH2:20]([O:22][C:26](=[O:27])[CH2:25][NH:19][C:3]1[CH:4]=[C:5]([C:8]2[N:12]=[C:11]([C:13]3[S:14][CH:15]=[CH:16][C:17]=3[Cl:18])[O:10][N:9]=2)[CH:6]=[CH:7][C:2]=1[Cl:1])[CH3:21]. The yield is 0.940. (2) The reactants are [O:1]1[C:5]2([CH2:10][CH2:9][CH:8]([NH:11][C:12]3[NH:16][N:15]=[CH:14][CH:13]=3)[CH2:7][CH2:6]2)[O:4][CH2:3][CH2:2]1.N12CCCN=C1CCCCC2.[C:28]([C:30]1[CH:35]=[CH:34][CH:33]=[CH:32][C:31]=1[C:36]1[CH:41]=[CH:40][C:39]([CH2:42][CH:43]([C:49](=O)[CH2:50][CH2:51][CH3:52])[C:44](OCC)=[O:45])=[CH:38][C:37]=1[F:54])#[N:29].C(OCC)(=O)C. The catalyst is CCN(C1C=CC=CC=1)CC.O. The product is [O:4]1[C:5]2([CH2:6][CH2:7][CH:8]([N:11]3[C:44](=[O:45])[C:43]([CH2:42][C:39]4[CH:40]=[CH:41][C:36]([C:31]5[C:30]([C:28]#[N:29])=[CH:35][CH:34]=[CH:33][CH:32]=5)=[C:37]([F:54])[CH:38]=4)=[C:49]([CH2:50][CH2:51][CH3:52])[N:16]4[N:15]=[CH:14][CH:13]=[C:12]34)[CH2:9][CH2:10]2)[O:1][CH2:2][CH2:3]1. The yield is 0.820. (3) The reactants are C[C:2]([CH3:16])([CH2:12][N+:13]([O-:15])=[O:14])[CH2:3][C:4]([C:6]1[CH:7]=[N:8][CH:9]=[CH:10][CH:11]=1)=[O:5].[BH4-].[Na+].[CH3:19]O. No catalyst specified. The product is [CH3:16][CH:2]([CH2:12][N+:13]([O-:15])=[O:14])[CH2:3][C:4]([C:6]1[CH:7]=[N:8][CH:9]=[CH:10][CH:11]=1)([OH:5])[CH3:19]. The yield is 0.850. (4) The reactants are [F:1][C:2]1[CH:3]=[C:4]([C:9](=[O:21])[CH2:10][CH2:11][C:12](=[O:20])[CH2:13][CH2:14][C:15]([O:17][CH2:18][CH3:19])=[O:16])[CH:5]=[CH:6][C:7]=1F.[NH:22]1[CH:26]=[CH:25][N:24]=[CH:23]1.N1C=CC=CC=1. The catalyst is CS(C)=O.O. The product is [F:1][C:2]1[CH:3]=[C:4]([C:9](=[O:21])[CH2:10][CH2:11][C:12](=[O:20])[CH2:13][CH2:14][C:15]([O:17][CH2:18][CH3:19])=[O:16])[CH:5]=[CH:6][C:7]=1[N:22]1[CH:26]=[CH:25][N:24]=[CH:23]1. The yield is 0.680. (5) The reactants are [C:1]1([S:7]([N:10]2[C:14]3[CH:15]=[N:16][C:17]([C:20]#[N:21])=[C:18]([OH:19])[C:13]=3[C:12]3[CH:22]=[C:23]([Br:26])[CH:24]=[N:25][C:11]2=3)(=[O:9])=[O:8])[CH:6]=[CH:5][CH:4]=[CH:3][CH:2]=1.[C:27]([O:31][C:32]([N:34]1[CH2:39][CH2:38][CH:37](O)[CH2:36][CH2:35]1)=[O:33])([CH3:30])([CH3:29])[CH3:28].C1(P(C2C=CC=CC=2)C2C=CC=CC=2)C=CC=CC=1.N(C(OCC)=O)=NC(OCC)=O. The catalyst is C1COCC1. The product is [C:27]([O:31][C:32]([N:34]1[CH2:39][CH2:38][CH:37]([O:19][C:18]2[C:13]3[C:12]4[CH:22]=[C:23]([Br:26])[CH:24]=[N:25][C:11]=4[N:10]([S:7]([C:1]4[CH:2]=[CH:3][CH:4]=[CH:5][CH:6]=4)(=[O:8])=[O:9])[C:14]=3[CH:15]=[N:16][C:17]=2[C:20]#[N:21])[CH2:36][CH2:35]1)=[O:33])([CH3:30])([CH3:28])[CH3:29]. The yield is 0.780. (6) The reactants are [CH2:1]([O:3][C:4](=[O:18])[C:5]1[CH:15]=[C:14](Br)[C:8]([C:9]([O:11][CH2:12][CH3:13])=[O:10])=[CH:7][C:6]=1Br)[CH3:2].[CH3:19][Si:20]([CH3:40])([CH3:39])[C:21]1[S:25][C:24]2[CH:26]=[C:27](B3OC(C)(C)C(C)(C)O3)[CH:28]=[CH:29][C:23]=2[CH:22]=1.C(=O)([O-])[O-].[K+].[K+]. The catalyst is C1(C)C=CC=CC=1.C1C=CC([P]([Pd]([P](C2C=CC=CC=2)(C2C=CC=CC=2)C2C=CC=CC=2)([P](C2C=CC=CC=2)(C2C=CC=CC=2)C2C=CC=CC=2)[P](C2C=CC=CC=2)(C2C=CC=CC=2)C2C=CC=CC=2)(C2C=CC=CC=2)C2C=CC=CC=2)=CC=1. The product is [CH2:1]([O:3][C:4](=[O:18])[C:5]1[CH:15]=[C:14]([C:27]2[CH:28]=[CH:29][C:23]3[CH:22]=[C:21]([Si:20]([CH3:39])([CH3:19])[CH3:40])[S:25][C:24]=3[CH:26]=2)[C:8]([C:9]([O:11][CH2:12][CH3:13])=[O:10])=[CH:7][C:6]=1[C:27]1[CH:28]=[CH:29][C:23]2[CH:22]=[C:21]([Si:20]([CH3:19])([CH3:39])[CH3:40])[S:25][C:24]=2[CH:26]=1)[CH3:2]. The yield is 0.530. (7) The catalyst is CN(C=O)C. The product is [I:20][C:10]1[C:3]2[C:2]([CH3:1])=[N:7][CH:6]=[N:5][C:4]=2[N:8]([C@@H:11]2[O:17][C@H:16]([CH2:18][OH:19])[C@@H:14]([OH:15])[C@H:12]2[OH:13])[CH:9]=1. The yield is 0.580. The reactants are [CH3:1][C:2]1[C:3]2[CH:10]=[CH:9][N:8]([C@@H:11]3[O:17][C@H:16]([CH2:18][OH:19])[C@@H:14]([OH:15])[C@H:12]3[OH:13])[C:4]=2[N:5]=[CH:6][N:7]=1.[I:20]N1C(=O)CCC1=O.[O-]S([O-])=O.[Na+].[Na+].O. (8) The reactants are [Cl:1][C:2]1[CH:10]=[CH:9][C:8]2[NH:7][C:6]3[CH2:11][CH2:12][N:13]([CH3:15])[CH2:14][C:5]=3[C:4]=2[CH:3]=1.[OH-].[K+].[CH:18]([C:21]1[CH:26]=[CH:25][C:24]([CH:27]=[CH2:28])=[CH:23][N:22]=1)([CH3:20])[CH3:19]. The catalyst is CN1CCCC1=O.O. The product is [Cl:1][C:2]1[CH:10]=[CH:9][C:8]2[N:7]([CH2:28][CH2:27][C:24]3[CH:23]=[N:22][C:21]([CH:18]([CH3:19])[CH3:20])=[CH:26][CH:25]=3)[C:6]3[CH2:11][CH2:12][N:13]([CH3:15])[CH2:14][C:5]=3[C:4]=2[CH:3]=1. The yield is 0.150.